Binary Classification. Given a drug SMILES string, predict its activity (active/inactive) in a high-throughput screening assay against a specified biological target. From a dataset of Choline transporter screen with 302,306 compounds. (1) The molecule is S(=O)(=O)(c1cc2sc(NC(=O)c3ccc(N4C(=O)CCC4=O)cc3)nc2cc1)C. The result is 0 (inactive). (2) The molecule is o1c(C(=O)NCC(=O)NCc2[nH]c3c(n2)cccc3)ccc1. The result is 0 (inactive). (3) The molecule is S(=O)(=O)(N1C(OCCC1)CNC(=O)C(=O)NC1CCCCC1)c1ccc(cc1)C. The result is 0 (inactive). (4) The molecule is S(=O)(=O)(N1CCCCC1)c1cc(NC(=O)CNc2cc(ccc2)C(=O)C)ccc1. The result is 0 (inactive). (5) The drug is s1c2ncn(c(=O)c2c(c1C(=O)Nc1c(OC)cccc1)C)CC. The result is 0 (inactive). (6) The drug is o1c(nnc1CCc1cc(OC)ccc1)CCC(=O)N(Cc1ncc(cc1)CC)C. The result is 0 (inactive). (7) The drug is O=C(c1c2c(nc(c1)c1ccccc1)cccc2)c1c(n(c(=O)n(c1=O)C)C)N. The result is 0 (inactive). (8) The compound is OC(=O)/C=C\c1c(nn(Cc2ccccc2)c1)c1cccnc1. The result is 0 (inactive). (9) The compound is o1c2c(c3c1cccc3)cc(OC)c(NC(=O)c1cc([N+]([O-])=O)c(cc1)C)c2. The result is 0 (inactive).